The task is: Regression/Classification. Given a drug SMILES string, predict its absorption, distribution, metabolism, or excretion properties. Task type varies by dataset: regression for continuous measurements (e.g., permeability, clearance, half-life) or binary classification for categorical outcomes (e.g., BBB penetration, CYP inhibition). Dataset: cyp3a4_veith.. This data is from CYP3A4 inhibition data for predicting drug metabolism from PubChem BioAssay. The drug is N#Cc1cc(-c2ccc(Cl)cc2)cnc1Sc1ccccc1. The result is 0 (non-inhibitor).